Task: Predict the product of the given reaction.. Dataset: Forward reaction prediction with 1.9M reactions from USPTO patents (1976-2016) (1) Given the reactants Cl[C:2]1[N:7]=[N:6][C:5]([NH:8][C:9](=[O:26])[CH:10]([NH:14][C:15](=[O:25])[CH2:16][C:17]2[CH:22]=[C:21]([F:23])[CH:20]=[C:19]([F:24])[CH:18]=2)[CH2:11][CH2:12][CH3:13])=[CH:4][CH:3]=1.[CH3:27][NH:28][CH2:29][CH2:30][CH:31]([CH3:33])[CH3:32], predict the reaction product. The product is: [CH3:27][N:28]([CH2:29][CH2:30][CH:31]([CH3:33])[CH3:32])[C:2]1[N:7]=[N:6][C:5]([NH:8][C:9](=[O:26])[CH:10]([NH:14][C:15](=[O:25])[CH2:16][C:17]2[CH:22]=[C:21]([F:23])[CH:20]=[C:19]([F:24])[CH:18]=2)[CH2:11][CH2:12][CH3:13])=[CH:4][CH:3]=1. (2) Given the reactants Br[CH2:2][CH2:3][O:4][C:5]1[CH:10]=[C:9]([F:11])[C:8]([C@@H:12]2[C:17]3[NH:18][C:19]4[C:24]([C:16]=3[CH2:15][C@@H:14]([CH3:25])[N:13]2[CH2:26][C:27]([F:30])([CH3:29])[CH3:28])=[CH:23][CH:22]=[CH:21][CH:20]=4)=[C:7]([F:31])[CH:6]=1.C(N(CC)C(C)C)(C)C.Cl.[F:42][CH:43]([F:48])[CH:44]1[CH2:47][NH:46][CH2:45]1, predict the reaction product. The product is: [F:42][CH:43]([F:48])[CH:44]1[CH2:47][N:46]([CH2:2][CH2:3][O:4][C:5]2[CH:10]=[C:9]([F:11])[C:8]([C@@H:12]3[C:17]4[NH:18][C:19]5[C:24]([C:16]=4[CH2:15][C@@H:14]([CH3:25])[N:13]3[CH2:26][C:27]([F:30])([CH3:29])[CH3:28])=[CH:23][CH:22]=[CH:21][CH:20]=5)=[C:7]([F:31])[CH:6]=2)[CH2:45]1. (3) The product is: [CH3:1][C:2]1[N:3]=[C:4]2[C:9]([N:10]3[CH2:14][CH2:13][CH2:12][CH2:11]3)=[CH:8][C:7](/[CH:15]=[CH:26]/[C:25]3[N:21]([CH3:20])[N:22]=[C:23]([N:46]4[CH2:50][CH2:49][CH2:48][CH2:47]4)[N:24]=3)=[N:6][N:5]2[C:17]=1[CH3:18]. Given the reactants [CH3:1][C:2]1[N:3]=[C:4]2[C:9]([N:10]3[CH2:14][CH2:13][CH2:12][CH2:11]3)=[CH:8][C:7]([CH:15]=O)=[N:6][N:5]2[C:17]=1[CH3:18].[Cl-].[CH3:20][N:21]1[C:25]([CH2:26][P+](C2C=CC=CC=2)(C2C=CC=CC=2)C2C=CC=CC=2)=[N:24][C:23]([N:46]2[CH2:50][CH2:49][CH2:48][CH2:47]2)=[N:22]1, predict the reaction product. (4) Given the reactants [C:1]([NH:4][C:5]1[S:6][C:7]2[CH:13]=[C:12]([O:14][S:15]([C:18]3[CH:23]=[CH:22][C:21](F)=[CH:20][CH:19]=3)(=[O:17])=[O:16])[CH:11]=[CH:10][C:8]=2[N:9]=1)(=[O:3])[CH3:2].[CH:25]([NH:28][CH2:29][CH2:30][NH2:31])([CH3:27])[CH3:26].C(=O)([O-])[O-].[Cs+].[Cs+].O, predict the reaction product. The product is: [C:1]([NH:4][C:5]1[S:6][C:7]2[CH:13]=[C:12]([O:14][S:15]([C:18]3[CH:23]=[CH:22][C:21]([NH:31][CH2:30][CH2:29][NH:28][CH:25]([CH3:27])[CH3:26])=[CH:20][CH:19]=3)(=[O:17])=[O:16])[CH:11]=[CH:10][C:8]=2[N:9]=1)(=[O:3])[CH3:2]. (5) Given the reactants [Cl:1][C:2]1[CH:9]=[C:6]([CH:7]=O)[C:5]([OH:10])=[CH:4][CH:3]=1.C([BH3-])#N.[Na+].[NH:15]=[C:16]1[N:20]([CH:21]2[CH2:26][CH2:25][NH:24][CH2:23][CH2:22]2)[C:19](=[O:27])[C:18]([C:36]2[CH:41]=[CH:40][C:39]([O:42][CH3:43])=[CH:38][CH:37]=2)([C:28]2[CH:33]=[CH:32][C:31]([O:34][CH3:35])=[CH:30][CH:29]=2)[NH:17]1, predict the reaction product. The product is: [Cl:1][C:2]1[CH:3]=[CH:4][C:5]([OH:10])=[C:6]([CH:9]=1)[CH2:7][N:24]1[CH2:25][CH2:26][CH:21]([N:20]2[C:19](=[O:27])[C:18]([C:36]3[CH:37]=[CH:38][C:39]([O:42][CH3:43])=[CH:40][CH:41]=3)([C:28]3[CH:29]=[CH:30][C:31]([O:34][CH3:35])=[CH:32][CH:33]=3)[NH:17][C:16]2=[NH:15])[CH2:22][CH2:23]1. (6) Given the reactants [CH2:1]([O:3][CH2:4][C:5](=[N:10][OH:11])[CH2:6][O:7][CH2:8][CH3:9])[CH3:2].[C:12]([O-:15])(=[O:14])[CH3:13].[C:12]([O-:15])(=[O:14])[CH3:13].[C:12]([O-:15])(=[O:14])[CH3:13].[C:12]([O-:15])(=[O:14])[CH3:13].[Pb+4], predict the reaction product. The product is: [C:12]([O:15][C:5]([N:10]=[O:11])([CH2:4][O:3][CH2:1][CH3:2])[CH2:6][O:7][CH2:8][CH3:9])(=[O:14])[CH3:13].